Dataset: Full USPTO retrosynthesis dataset with 1.9M reactions from patents (1976-2016). Task: Predict the reactants needed to synthesize the given product. (1) Given the product [NH2:25][C:23]1[CH:22]=[CH:21][C:3]([O:4][C:5]2[CH:6]=[CH:7][C:8]3[N:9]([C:11]([CH3:20])=[C:12]([NH:14][C:15]([CH:17]4[CH2:19][CH2:18]4)=[O:16])[N:13]=3)[CH:10]=2)=[C:2]([F:1])[CH:24]=1, predict the reactants needed to synthesize it. The reactants are: [F:1][C:2]1[CH:24]=[C:23]([N+:25]([O-])=O)[CH:22]=[CH:21][C:3]=1[O:4][C:5]1[CH:6]=[CH:7][C:8]2[N:9]([C:11]([CH3:20])=[C:12]([NH:14][C:15]([CH:17]3[CH2:19][CH2:18]3)=[O:16])[N:13]=2)[CH:10]=1.[Cl-].[NH4+].O. (2) Given the product [F:4][C:1]([F:2])([F:3])[C:5]([NH:11][CH2:12][CH2:13][CH2:14][N:15]([CH3:32])[CH2:16][CH2:17][CH2:18][NH:19][C:20]1[N:21]=[N+:22]([O-:31])[C:23]2[CH:29]=[C:28]([CH3:33])[CH:27]=[CH:26][C:24]=2[N:25]=1)=[O:7], predict the reactants needed to synthesize it. The reactants are: [C:1]([C:5]([O:7]CC)=O)([F:4])([F:3])[F:2].O.[NH2:11][CH2:12][CH2:13][CH2:14][N:15]([CH3:32])[CH2:16][CH2:17][CH2:18][NH:19][C:20]1[N:21]=[N+:22]([O-:31])[C:23]2[CH:29]=[CH:28][C:27](C)=[CH:26][C:24]=2[N:25]=1.[CH3:33]C#N. (3) The reactants are: [NH2:1][CH2:2][CH2:3][CH2:4][CH2:5][CH2:6][CH2:7][N:8]1[CH2:13][CH2:12][CH:11]([C:14]2[CH:15]=[C:16]([NH:20][C:21](=[O:25])[CH:22]([CH3:24])[CH3:23])[CH:17]=[CH:18][CH:19]=2)[CH2:10][CH2:9]1.[CH2:26]([N:33]1[C:37]([C:38](Cl)=[O:39])=[CH:36][C:35]([C:41]([CH3:44])([CH3:43])[CH3:42])=[N:34]1)[C:27]1[CH:32]=[CH:31][CH:30]=[CH:29][CH:28]=1. Given the product [CH2:26]([N:33]1[C:37]([C:38]([NH:1][CH2:2][CH2:3][CH2:4][CH2:5][CH2:6][CH2:7][N:8]2[CH2:13][CH2:12][CH:11]([C:14]3[CH:19]=[CH:18][CH:17]=[C:16]([NH:20][C:21](=[O:25])[CH:22]([CH3:23])[CH3:24])[CH:15]=3)[CH2:10][CH2:9]2)=[O:39])=[CH:36][C:35]([C:41]([CH3:44])([CH3:43])[CH3:42])=[N:34]1)[C:27]1[CH:28]=[CH:29][CH:30]=[CH:31][CH:32]=1, predict the reactants needed to synthesize it. (4) The reactants are: [C:1]1([C:7]2([C:22]3[CH:27]=[CH:26][CH:25]=[CH:24][CH:23]=3)[NH:11][C:10](=[O:12])[N:9]([CH2:13][O:14][CH:15]3[CH2:20][CH2:19][CH2:18][CH2:17][O:16]3)[C:8]2=[O:21])[CH:6]=[CH:5][CH:4]=[CH:3][CH:2]=1.[CH2:28](Br)[C:29]1[CH:34]=[CH:33][CH:32]=[CH:31][CH:30]=1. Given the product [CH2:28]([N:11]1[C:7]([C:1]2[CH:2]=[CH:3][CH:4]=[CH:5][CH:6]=2)([C:22]2[CH:23]=[CH:24][CH:25]=[CH:26][CH:27]=2)[C:8](=[O:21])[N:9]([CH2:13][O:14][CH:15]2[CH2:20][CH2:19][CH:18]=[CH:17][O:16]2)[C:10]1=[O:12])[C:29]1[CH:34]=[CH:33][CH:32]=[CH:31][CH:30]=1, predict the reactants needed to synthesize it. (5) Given the product [O:9]=[C:8]1[NH:10][C:3]([CH2:2][O:15][C:16]2[CH:17]=[C:18]([CH:23]=[CH:24][CH:25]=2)[C:19]([O:21][CH3:22])=[O:20])=[N:5][C:6]2[CH:14]=[N:13][CH:12]=[CH:11][C:7]1=2, predict the reactants needed to synthesize it. The reactants are: Cl[CH2:2][C:3]([NH:5][C:6]1[CH:14]=[N:13][CH:12]=[CH:11][C:7]=1[C:8]([NH2:10])=[O:9])=O.[OH:15][C:16]1[CH:17]=[C:18]([CH:23]=[CH:24][CH:25]=1)[C:19]([O:21][CH3:22])=[O:20].C(=O)([O-])[O-].[Cs+].[Cs+]. (6) The reactants are: C([O:3][C:4]([C@@H:6]1[C@@H:11]([NH2:12])[CH2:10][CH2:9][N:8]([CH2:13][CH2:14][C:15]2[CH:20]=[CH:19][C:18]([O:21][CH3:22])=[C:17]([O:23][CH3:24])[CH:16]=2)[CH2:7]1)=[O:5])C.[OH-].[Li+]. Given the product [NH2:12][C@H:11]1[CH2:10][CH2:9][N:8]([CH2:13][CH2:14][C:15]2[CH:20]=[CH:19][C:18]([O:21][CH3:22])=[C:17]([O:23][CH3:24])[CH:16]=2)[CH2:7][C@@H:6]1[C:4]([OH:5])=[O:3], predict the reactants needed to synthesize it.